Task: Predict the reaction yield, written as a fraction of the theoretical maximum amount of product (1.0 means a 100% yield; for example, 0.34 means a 34% yield).. Dataset: Reaction yield outcomes from USPTO patents with 853,638 reactions The reactants are Cl[C:2]1[N:3]=[C:4]([OH:12])[C:5]2[CH:11]=[CH:10][N:9]=[CH:8][C:6]=2[N:7]=1.[CH3:13][N:14]([C:22]1[CH:27]=[CH:26][CH:25]=[C:24]([N:28]2[CH2:33][CH2:32][O:31][CH2:30][CH2:29]2)[CH:23]=1)[C:15]1[CH:20]=[CH:19][C:18]([OH:21])=[CH:17][CH:16]=1. The yield is 0.0300. No catalyst specified. The product is [CH3:13][N:14]([C:22]1[CH:27]=[CH:26][CH:25]=[C:24]([N:28]2[CH2:33][CH2:32][O:31][CH2:30][CH2:29]2)[CH:23]=1)[C:15]1[CH:16]=[CH:17][C:18]([O:21][C:2]2[N:3]=[C:4]([OH:12])[C:5]3[CH:11]=[CH:10][N:9]=[CH:8][C:6]=3[N:7]=2)=[CH:19][CH:20]=1.